Dataset: Reaction yield outcomes from USPTO patents with 853,638 reactions. Task: Predict the reaction yield, written as a fraction of the theoretical maximum amount of product (1.0 means a 100% yield; for example, 0.34 means a 34% yield). (1) The catalyst is C1COCC1. The reactants are B.C1COCC1.[F:7][C:8]1[CH:9]=[C:10]([CH:24]=[C:25]([O:27][C:28]2[CH:33]=[CH:32][CH:31]=[CH:30][CH:29]=2)[CH:26]=1)[CH2:11][O:12][C:13]12[CH2:19][C:16]([CH2:20][C:21](O)=[O:22])([CH2:17][CH2:18]1)[CH2:15][CH2:14]2. The yield is 0.960. The product is [F:7][C:8]1[CH:9]=[C:10]([CH:24]=[C:25]([O:27][C:28]2[CH:33]=[CH:32][CH:31]=[CH:30][CH:29]=2)[CH:26]=1)[CH2:11][O:12][C:13]12[CH2:19][C:16]([CH2:20][CH2:21][OH:22])([CH2:17][CH2:18]1)[CH2:15][CH2:14]2. (2) No catalyst specified. The product is [Cl:1][C:2]1[C:3](=[O:40])[NH:4][CH:5]=[C:6]([Cl:39])[C:7]=1[CH2:8][CH2:9][N:10]([CH2:34][C:35]([CH3:37])([CH3:36])[CH3:38])[C:11]([C:13]1[CH:14]=[N:15][N:16]([C@H:22]2[CH2:27][CH2:26][C@H:25]([C:28]([OH:30])=[O:29])[C@H:24]([CH3:33])[CH2:23]2)[C:17]=1[C:18]([F:21])([F:20])[F:19])=[O:12]. The yield is 0.560. The reactants are [Cl:1][C:2]1[C:3]([O:40]C)=[N:4][CH:5]=[C:6]([Cl:39])[C:7]=1[CH2:8][CH2:9][N:10]([CH2:34][C:35]([CH3:38])([CH3:37])[CH3:36])[C:11]([C:13]1[CH:14]=[N:15][N:16]([C@H:22]2[CH2:27][CH2:26][C@H:25]([C:28]([O:30]CC)=[O:29])[C@H:24]([CH3:33])[CH2:23]2)[C:17]=1[C:18]([F:21])([F:20])[F:19])=[O:12].Cl.